This data is from Catalyst prediction with 721,799 reactions and 888 catalyst types from USPTO. The task is: Predict which catalyst facilitates the given reaction. Reactant: [C:1]([C:4]1[N:8]([CH3:9])[N:7]=[CH:6][C:5]=1[NH:10][C:11](=[O:29])[C:12]1[CH:17]=[CH:16][N:15]=[C:14]([NH:18][C:19]2[CH:24]=[CH:23][C:22]([C:25]([F:28])([F:27])[F:26])=[CH:21][N:20]=2)[CH:13]=1)(=[O:3])[CH3:2].[BH4-].[Na+]. Product: [OH:3][CH:1]([C:4]1[N:8]([CH3:9])[N:7]=[CH:6][C:5]=1[NH:10][C:11](=[O:29])[C:12]1[CH:17]=[CH:16][N:15]=[C:14]([NH:18][C:19]2[CH:24]=[CH:23][C:22]([C:25]([F:28])([F:27])[F:26])=[CH:21][N:20]=2)[CH:13]=1)[CH3:2]. The catalyst class is: 5.